Dataset: Full USPTO retrosynthesis dataset with 1.9M reactions from patents (1976-2016). Task: Predict the reactants needed to synthesize the given product. (1) Given the product [CH3:43][O:42][C:41]1[CH:40]=[CH:39][C:38]2[NH:37][C:36](=[O:44])[C:35]3[S:45][CH:46]=[CH:47][C:34]=3[C:33]=2[C:32]=1[C:2]1[CH:7]=[CH:6][C:5]([C:8]2([C:11]#[N:12])[CH2:10][CH2:9]2)=[CH:4][CH:3]=1, predict the reactants needed to synthesize it. The reactants are: Br[C:2]1[CH:7]=[CH:6][C:5]([C:8]2([C:11]#[N:12])[CH2:10][CH2:9]2)=[CH:4][CH:3]=1.B1(B2OC(C)(C)C(C)(C)O2)OC(C)(C)C(C)(C)O1.Br[C:32]1[C:33]2[C:34]3[CH:47]=[CH:46][S:45][C:35]=3[C:36](=[O:44])[NH:37][C:38]=2[CH:39]=[CH:40][C:41]=1[O:42][CH3:43]. (2) Given the product [ClH:28].[ClH:28].[F:1][C:2]1[CH:7]=[C:6]([F:8])[CH:5]=[CH:4][C:3]=1[C:9]1[CH:14]=[CH:13][N:12]=[C:11]([N:15]2[CH2:16][CH2:17][NH:18][CH2:19][CH2:20]2)[CH:10]=1, predict the reactants needed to synthesize it. The reactants are: [F:1][C:2]1[CH:7]=[C:6]([F:8])[CH:5]=[CH:4][C:3]=1[C:9]1[CH:14]=[CH:13][N:12]=[C:11]([N:15]2[CH2:20][CH2:19][N:18](C(OC(C)(C)C)=O)[CH2:17][CH2:16]2)[CH:10]=1.[ClH:28].CO. (3) Given the product [CH:20]1[C:19]2[N:18]([CH2:17][CH:15]([OH:14])[CH2:16][N:1]3[CH2:6][CH2:5][CH2:4][CH2:3][C:2]3=[O:7])[C:30]3[C:25](=[CH:26][CH:27]=[CH:28][CH:29]=3)[C:24]=2[CH:23]=[CH:22][CH:21]=1, predict the reactants needed to synthesize it. The reactants are: [NH:1]1[CH2:6][CH2:5][CH2:4][CH2:3][C:2]1=[O:7].CC(C)([O-])C.[K+].[O:14]1[CH2:16][CH:15]1[CH2:17][N:18]1[C:30]2[CH:29]=[CH:28][CH:27]=[CH:26][C:25]=2[C:24]2[C:19]1=[CH:20][CH:21]=[CH:22][CH:23]=2. (4) The reactants are: [CH3:1][O:2][C:3]([C:5]1[CH:10]=[C:9](Br)[CH:8]=[CH:7][N:6]=1)=[O:4].C(=O)([O-])[O-].[Cs+].[Cs+].[CH3:18][NH:19][CH2:20][C:21]1[CH:26]=[CH:25][CH:24]=[CH:23][CH:22]=1.C1C=CC(P(C2C(C3C(P(C4C=CC=CC=4)C4C=CC=CC=4)=CC=C4C=3C=CC=C4)=C3C(C=CC=C3)=CC=2)C2C=CC=CC=2)=CC=1. Given the product [CH3:1][O:2][C:3]([C:5]1[CH:10]=[C:9]([N:19]([CH2:20][C:21]2[CH:26]=[CH:25][CH:24]=[CH:23][CH:22]=2)[CH3:18])[CH:8]=[CH:7][N:6]=1)=[O:4], predict the reactants needed to synthesize it.